This data is from Reaction yield outcomes from USPTO patents with 853,638 reactions. The task is: Predict the reaction yield, written as a fraction of the theoretical maximum amount of product (1.0 means a 100% yield; for example, 0.34 means a 34% yield). (1) The reactants are [Cl:1][C:2]1[CH:3]=[C:4]([CH:9]2[C:18]3[C:13](=[CH:14][C:15]([C:20]4[CH:25]=[CH:24][CH:23]=[CH:22][N:21]=4)=[C:16]([F:19])[CH:17]=3)[CH2:12][N:11](C)[CH2:10]2)[CH:5]=[CH:6][C:7]=1[Cl:8].CN(C)C1C2C(=CC=CC=2N(C)C)C=CC=1.ClC(OC(Cl)C)=O. The catalyst is ClCCCl. The product is [Cl:1][C:2]1[CH:3]=[C:4]([CH:9]2[C:18]3[C:13](=[CH:14][C:15]([C:20]4[CH:25]=[CH:24][CH:23]=[CH:22][N:21]=4)=[C:16]([F:19])[CH:17]=3)[CH2:12][NH:11][CH2:10]2)[CH:5]=[CH:6][C:7]=1[Cl:8]. The yield is 0.0500. (2) The reactants are [F:1][C:2]1[CH:3]=[CH:4][C:5]2[O:10][CH2:9][C:8](=[O:11])[N:7]([CH2:12][C@H:13]([CH3:16])[CH2:14]I)[C:6]=2[CH:17]=1.[CH2:18]([O:21][CH:22]1[CH2:27][CH2:26][NH:25][CH2:24][CH2:23]1)[CH2:19][CH3:20]. The catalyst is CC#N. The product is [F:1][C:2]1[CH:3]=[CH:4][C:5]2[O:10][CH2:9][C:8](=[O:11])[N:7]([CH2:12][C@H:13]([CH3:16])[CH2:14][N:25]3[CH2:26][CH2:27][CH:22]([O:21][CH2:18][CH2:19][CH3:20])[CH2:23][CH2:24]3)[C:6]=2[CH:17]=1. The yield is 0.630. (3) The reactants are Br[C:2]1[N:3]=[C:4]([S:11]([CH2:14][C:15]2[CH:20]=[CH:19][C:18]([Cl:21])=[CH:17][CH:16]=2)(=[O:13])=[O:12])[C:5](=[O:10])[N:6]([CH2:8][CH3:9])[CH:7]=1.[C:22]1(B(O)O)[CH:27]=[CH:26][CH:25]=[CH:24][CH:23]=1.C(=O)([O-])[O-].[Cs+].[Cs+].O. The catalyst is C1(C)C=CC=CC=1. The product is [Cl:21][C:18]1[CH:19]=[CH:20][C:15]([CH2:14][S:11]([C:4]2[C:5](=[O:10])[N:6]([CH2:8][CH3:9])[CH:7]=[C:2]([C:22]3[CH:27]=[CH:26][CH:25]=[CH:24][CH:23]=3)[N:3]=2)(=[O:13])=[O:12])=[CH:16][CH:17]=1. The yield is 0.260. (4) The reactants are [Cl:1][C:2]1[CH:7]=[C:6]([Cl:8])[CH:5]=[CH:4][C:3]=1[CH2:9][N:10]1[C:15](=[O:16])[C:14]([C:17]([NH:19][CH2:20][C:21]([O:23]CC)=[O:22])=[O:18])=[C:13]([OH:26])[C:12]([C:27]([O:29]C)=O)=[C:11]1[OH:31].[F:32][C:33]1[CH:39]=[CH:38][C:37]([C:40]([F:43])([F:42])[F:41])=[CH:36][C:34]=1[NH2:35]. The catalyst is C(Cl)(Cl)Cl. The product is [Cl:1][C:2]1[CH:7]=[C:6]([Cl:8])[CH:5]=[CH:4][C:3]=1[CH2:9][N:10]1[C:11]([OH:31])=[C:12]([C:27]([NH:35][C:34]2[CH:36]=[C:37]([C:40]([F:41])([F:42])[F:43])[CH:38]=[CH:39][C:33]=2[F:32])=[O:29])[C:13]([OH:26])=[C:14]([C:17]([NH:19][CH2:20][C:21]([OH:23])=[O:22])=[O:18])[C:15]1=[O:16]. The yield is 0.520. (5) The reactants are [CH:1]([N:4]1[C:8](=O)[C:7]([NH:10][CH2:11][CH2:12][CH2:13][CH2:14][C:15]2[CH:20]=[CH:19][CH:18]=[CH:17][CH:16]=2)=[C:6]([C:21]2[CH:26]=[CH:25][CH:24]=[CH:23][CH:22]=2)[S:5]1(=[O:28])=[O:27])([CH3:3])[CH3:2].COC1C=CC(P2(=S)SP(=S)(C3C=CC(OC)=CC=3)[S:38]2)=CC=1. The catalyst is C1(C)C=CC=CC=1. The product is [CH:1]([N:4]1[C:8](=[S:38])[C:7]([NH:10][CH2:11][CH2:12][CH2:13][CH2:14][C:15]2[CH:20]=[CH:19][CH:18]=[CH:17][CH:16]=2)=[C:6]([C:21]2[CH:26]=[CH:25][CH:24]=[CH:23][CH:22]=2)[S:5]1(=[O:28])=[O:27])([CH3:3])[CH3:2]. The yield is 0.670. (6) The reactants are [Cl:1][C:2]1[CH:3]=[C:4]([Mg]Br)[CH:5]=[CH:6][C:7]=1[Cl:8].O=[C:12]1[CH2:15][C:14]2([CH2:20][CH2:19][N:18](C(OC(C)(C)C)=O)[CH2:17][CH2:16]2)[CH2:13]1.Cl.FC(F)(F)OC1C=C(C2CC3(CCNCC3)C2)C=CC=1.Cl.C(OCC)C. The catalyst is C(OCC)C.C(Cl)Cl. The product is [ClH:1].[Cl:1][C:2]1[CH:3]=[C:4]([CH:12]2[CH2:15][C:14]3([CH2:20][CH2:19][NH:18][CH2:17][CH2:16]3)[CH2:13]2)[CH:5]=[CH:6][C:7]=1[Cl:8]. The yield is 0.440. (7) The reactants are Br[C:2]1[N:3]=[C:4]([N:7]2[CH:12]3[CH2:13][CH2:14][CH:8]2[CH2:9][O:10][CH2:11]3)[S:5][CH:6]=1.C(O)C.[Cl:18][C:19]1[CH:24]=[CH:23][C:22](B(O)O)=[CH:21][CH:20]=1.C(=O)([O-])[O-].[K+].[K+]. The catalyst is C1(C)C=CC=CC=1.C1C=CC([P]([Pd]([P](C2C=CC=CC=2)(C2C=CC=CC=2)C2C=CC=CC=2)([P](C2C=CC=CC=2)(C2C=CC=CC=2)C2C=CC=CC=2)[P](C2C=CC=CC=2)(C2C=CC=CC=2)C2C=CC=CC=2)(C2C=CC=CC=2)C2C=CC=CC=2)=CC=1. The product is [Cl:18][C:19]1[CH:24]=[CH:23][C:22]([C:2]2[N:3]=[C:4]([N:7]3[CH:12]4[CH2:13][CH2:14][CH:8]3[CH2:9][O:10][CH2:11]4)[S:5][CH:6]=2)=[CH:21][CH:20]=1. The yield is 0.880. (8) The reactants are [NH2:1][C:2]1[CH:3]=[C:4]([OH:12])[C:5](=[CH:10][CH:11]=1)[C:6]([O:8][CH3:9])=[O:7].[Br:13][C:14]1[C:15]([F:25])=[CH:16][C:17]([F:24])=[C:18]([S:20](Cl)(=[O:22])=[O:21])[CH:19]=1. No catalyst specified. The product is [Br:13][C:14]1[C:15]([F:25])=[CH:16][C:17]([F:24])=[C:18]([S:20]([NH:1][C:2]2[CH:11]=[CH:10][C:5]([C:6]([O:8][CH3:9])=[O:7])=[C:4]([OH:12])[CH:3]=2)(=[O:22])=[O:21])[CH:19]=1. The yield is 0.660. (9) The reactants are O[C:2]1[C:11]2[C:6](=[N:7][CH:8]=[CH:9][CH:10]=2)[N:5]([C:12]2[CH:17]=[CH:16][CH:15]=[CH:14][CH:13]=2)[C:4](=[O:18])[C:3]=1[C:19](=O)[CH2:20][C:21]1[CH:26]=[CH:25][C:24]([F:27])=[CH:23][CH:22]=1.O.[NH2:30][NH2:31].O. The catalyst is CN(C=O)C. The product is [F:27][C:24]1[CH:25]=[CH:26][C:21]([CH2:20][C:19]2[C:3]3[C:4](=[O:18])[N:5]([C:12]4[CH:17]=[CH:16][CH:15]=[CH:14][CH:13]=4)[C:6]4[N:7]=[CH:8][CH:9]=[CH:10][C:11]=4[C:2]=3[NH:31][N:30]=2)=[CH:22][CH:23]=1. The yield is 0.980. (10) The reactants are Br[C:2]1[CH:7]=[CH:6][C:5]([C:8]2[NH:9][C:10]([C@@H:13]3[CH2:17][CH2:16][CH2:15][N:14]3[C:18]([O:20][C:21]([CH3:24])([CH3:23])[CH3:22])=[O:19])=[N:11][N:12]=2)=[CH:4][CH:3]=1.[CH3:25][C:26]1([CH3:42])[C:30]([CH3:32])([CH3:31])[O:29][B:28]([B:28]2[O:29][C:30]([CH3:32])([CH3:31])[C:26]([CH3:42])([CH3:25])[O:27]2)[O:27]1.C([O-])(=O)C.[K+]. The catalyst is C1C=CC(P(C2C=CC=CC=2)[C-]2C=CC=C2)=CC=1.C1C=CC(P(C2C=CC=CC=2)[C-]2C=CC=C2)=CC=1.Cl[Pd]Cl.[Fe+2].C(Cl)Cl.O1CCOCC1. The product is [CH3:25][C:26]1([CH3:42])[C:30]([CH3:32])([CH3:31])[O:29][B:28]([C:2]2[CH:7]=[CH:6][C:5]([C:8]3[NH:9][C:10]([C@@H:13]4[CH2:17][CH2:16][CH2:15][N:14]4[C:18]([O:20][C:21]([CH3:24])([CH3:23])[CH3:22])=[O:19])=[N:11][N:12]=3)=[CH:4][CH:3]=2)[O:27]1. The yield is 0.837.